From a dataset of Forward reaction prediction with 1.9M reactions from USPTO patents (1976-2016). Predict the product of the given reaction. (1) Given the reactants C(O[Si:4](OCC)(OCC)[C:5]1[CH:6]=[CH:7][C:8]2[N:9](C)[C:10]3[C:15]([C:16]=2[CH:17]=1)=[CH:14][C:13]([Si](OCC)(OCC)OCC)=[CH:12][CH:11]=3)C.C([Mg]Br)C=C.Cl, predict the reaction product. The product is: [CH:7]1[C:8]2[NH:9][C:10]3[C:15](=[CH:14][CH:13]=[CH:12][CH:11]=3)[C:16]=2[CH:17]=[CH:5][CH:6]=1.[SiH4:4]. (2) Given the reactants [CH:1]([NH:4][CH2:5][C@@H:6]1[C@H:10]2[O:11][C:12]([CH3:15])([CH3:14])[O:13][C@H:9]2[C@H:8]([N:16]2[CH:24]=[N:23][C:22]3[C:17]2=[N:18][CH:19]=[N:20][C:21]=3[NH2:25])[O:7]1)([CH3:3])[CH3:2].O=[CH:27][CH2:28][CH2:29][CH2:30][C:31]([O:33][CH2:34][C:35]1[CH:40]=[CH:39][CH:38]=[CH:37][CH:36]=1)=[O:32].[BH-](OC(C)=O)(OC(C)=O)OC(C)=O.[Na+], predict the reaction product. The product is: [NH2:25][C:21]1[N:20]=[CH:19][N:18]=[C:17]2[C:22]=1[N:23]=[CH:24][N:16]2[C@H:8]1[C@@H:9]2[O:13][C:12]([CH3:15])([CH3:14])[O:11][C@@H:10]2[C@@H:6]([CH2:5][N:4]([CH:1]([CH3:3])[CH3:2])[CH2:27][CH2:28][CH2:29][CH2:30][C:31]([O:33][CH2:34][C:35]2[CH:40]=[CH:39][CH:38]=[CH:37][CH:36]=2)=[O:32])[O:7]1.